From a dataset of Peptide-MHC class I binding affinity with 185,985 pairs from IEDB/IMGT. Regression. Given a peptide amino acid sequence and an MHC pseudo amino acid sequence, predict their binding affinity value. This is MHC class I binding data. (1) The peptide sequence is TIAGGVCYY. The MHC is HLA-A30:01 with pseudo-sequence HLA-A30:01. The binding affinity (normalized) is 0. (2) The peptide sequence is MHYKLDEVL. The MHC is HLA-A02:01 with pseudo-sequence HLA-A02:01. The binding affinity (normalized) is 0.0847. (3) The peptide sequence is FVRACLRRL. The MHC is HLA-B07:02 with pseudo-sequence HLA-B07:02. The binding affinity (normalized) is 0.869.